Dataset: Forward reaction prediction with 1.9M reactions from USPTO patents (1976-2016). Task: Predict the product of the given reaction. (1) The product is: [CH3:29][N:30]([CH3:35])[CH2:31][C:32]([N:48]([CH2:47][C:44]1[CH:45]=[CH:46][C:41]([O:40][CH2:39][C:38]([OH:49])=[O:37])=[CH:42][CH:43]=1)[CH2:13][C:14]1[N:15]=[C:16]([C:19]2[CH:27]=[CH:26][C:22]([C:23]([NH:11][CH2:10][CH2:9][CH2:8][CH2:7][C:1]3[CH:6]=[CH:5][CH:4]=[CH:3][CH:2]=3)=[O:24])=[CH:21][CH:20]=2)[S:17][CH:18]=1)=[O:33]. Given the reactants [C:1]1([CH2:7][CH2:8][CH2:9][CH2:10][NH2:11])[CH:6]=[CH:5][CH:4]=[CH:3][CH:2]=1.Cl[CH2:13][C:14]1[N:15]=[C:16]([C:19]2[CH:27]=[CH:26][C:22]([C:23](Cl)=[O:24])=[CH:21][CH:20]=2)[S:17][CH:18]=1.Cl.[CH3:29][N:30]([CH3:35])[CH2:31][C:32](Cl)=[O:33].C[O:37][C:38](=[O:49])[CH2:39][O:40][C:41]1[CH:46]=[CH:45][C:44]([CH2:47][NH2:48])=[CH:43][CH:42]=1, predict the reaction product. (2) Given the reactants [NH2:1][NH:2][C:3](=[NH:14])[C:4]1[C:9]([C:10]([F:13])([F:12])[F:11])=[CH:8][CH:7]=[N:6][CH:5]=1.[F:15][C:16]1[CH:23]=[CH:22][C:21]([O:24][CH3:25])=[CH:20][C:17]=1[CH:18]=O, predict the reaction product. The product is: [F:15][C:16]1[CH:23]=[CH:22][C:21]([O:24][CH3:25])=[CH:20][C:17]=1[C:18]1[NH:1][N:2]=[C:3]([C:4]2[CH:5]=[N:6][CH:7]=[CH:8][C:9]=2[C:10]([F:11])([F:12])[F:13])[N:14]=1.